This data is from Catalyst prediction with 721,799 reactions and 888 catalyst types from USPTO. The task is: Predict which catalyst facilitates the given reaction. (1) Reactant: [N+:1]([C:4]1[CH:5]=[N:6][CH:7]=[CH:8][C:9]=1[C:10]1[CH2:11][CH2:12][N:13]([CH:16]2[CH2:19][O:18][CH2:17]2)[CH2:14][CH:15]=1)([O-])=O.CCO. Product: [O:18]1[CH2:19][CH:16]([N:13]2[CH2:14][CH2:15][CH:10]([C:9]3[CH:8]=[CH:7][N:6]=[CH:5][C:4]=3[NH2:1])[CH2:11][CH2:12]2)[CH2:17]1. The catalyst class is: 99. (2) Reactant: [CH3:1][C@H:2]1[C@@H:19]([CH3:20])[N:6]2[C:7]3[CH:8]=[C:9]([C:14]([O:16]CC)=[O:15])[CH:10]=[CH:11][C:12]=3[CH:13]=[C:5]2[C:4](=[O:21])[NH:3]1.[OH-].[Na+].Cl. Product: [CH3:1][C@H:2]1[C@@H:19]([CH3:20])[N:6]2[C:7]3[CH:8]=[C:9]([C:14]([OH:16])=[O:15])[CH:10]=[CH:11][C:12]=3[CH:13]=[C:5]2[C:4](=[O:21])[NH:3]1. The catalyst class is: 8. (3) Reactant: [CH3:1][C:2]1[CH:3]=[C:4]([C:8]2[O:12][N:11]=[CH:10][C:9]=2[C:13]([OH:15])=O)[CH:5]=[CH:6][CH:7]=1.[C:16]1([CH:22]2[CH2:26][CH2:25][NH:24][CH2:23]2)[CH:21]=[CH:20][CH:19]=[CH:18][CH:17]=1.F[B-](F)(F)F.N1(OC(N(C)C)=[N+](C)C)C2C=CC=CC=2N=N1.C(N(C(C)C)CC)(C)C. Product: [CH3:1][C:2]1[CH:3]=[C:4]([C:8]2[O:12][N:11]=[CH:10][C:9]=2[C:13]([N:24]2[CH2:25][CH2:26][CH:22]([C:16]3[CH:21]=[CH:20][CH:19]=[CH:18][CH:17]=3)[CH2:23]2)=[O:15])[CH:5]=[CH:6][CH:7]=1. The catalyst class is: 9. (4) Product: [IH:14].[CH3:1][O:2][C:3](=[O:6])[CH2:4][NH:5][C:28]([C:25]1[N:26]=[CH:27][N:17]2[C:16](=[O:15])[N:21]([CH2:22][C:23]#[CH:24])[N:20]=[N:19][C:18]=12)=[NH:29]. Reactant: [CH3:1][O:2][C:3](=[O:6])[CH2:4][NH2:5].C(N(CC)CC)C.[IH:14].[O:15]=[C:16]1[N:21]([CH2:22][C:23]#[CH:24])[N:20]=[N:19][C:18]2=[C:25]([C:28](SC)=[NH:29])[N:26]=[CH:27][N:17]12. The catalyst class is: 23. (5) Reactant: [C:1]([O:9][C@@H:10]1[C@H:15]2[NH:16][C:17](=[O:19])[O:18][C@H:14]2[CH2:13][C@H:12]([CH:20]=[O:21])[C@H:11]1[O:22][C:23](=[O:30])[C:24]1[CH:29]=[CH:28][CH:27]=[CH:26][CH:25]=1)(=[O:8])[C:2]1[CH:7]=[CH:6][CH:5]=[CH:4][CH:3]=1.[C:31](Cl)(=[O:33])[CH3:32].CCN(C(C)C)C(C)C. Product: [C:1]([O:9][C@@H:10]1[C@H:15]2[N:16]([C:31](=[O:33])[CH3:32])[C:17](=[O:19])[O:18][C@H:14]2[CH2:13][C@H:12]([CH:20]=[O:21])[C@H:11]1[O:22][C:23](=[O:30])[C:24]1[CH:25]=[CH:26][CH:27]=[CH:28][CH:29]=1)(=[O:8])[C:2]1[CH:7]=[CH:6][CH:5]=[CH:4][CH:3]=1. The catalyst class is: 2.